Dataset: Human liver microsome stability data. Task: Regression/Classification. Given a drug SMILES string, predict its absorption, distribution, metabolism, or excretion properties. Task type varies by dataset: regression for continuous measurements (e.g., permeability, clearance, half-life) or binary classification for categorical outcomes (e.g., BBB penetration, CYP inhibition). Dataset: hlm. (1) The molecule is CC[C@@]1(CCC(C)C)CN(C2CCCC2)C(=O)C(C2=NS(=O)(=O)c3cc(NS(C)(=O)=O)ccc3N2)=C1O. The result is 0 (unstable in human liver microsomes). (2) The compound is Cc1cnc2c(C(F)(F)F)cccc2c1-c1cccc(-c2ccc(F)c(S(C)(=O)=O)c2)c1. The result is 0 (unstable in human liver microsomes).